Predict the reactants needed to synthesize the given product. From a dataset of Full USPTO retrosynthesis dataset with 1.9M reactions from patents (1976-2016). (1) Given the product [C:1]([CH2:3][C:4]([NH:6][CH2:7][C:8]1[CH:13]=[CH:12][C:11]([OH:14])=[C:10]([OH:16])[CH:9]=1)=[O:5])#[N:2], predict the reactants needed to synthesize it. The reactants are: [C:1]([CH2:3][C:4]([NH:6][CH2:7][C:8]1[CH:13]=[CH:12][C:11]([O:14]C)=[C:10]([O:16]C)[CH:9]=1)=[O:5])#[N:2].O. (2) Given the product [CH2:22]([O:24][C:25]([C:26]1([CH3:36])[CH2:27][CH2:28][N:38]([C:2]2[N:7]=[C:6]([NH:8][C:9]3[N:14]=[CH:13][C:12]4[N:15]=[C:16]([CH3:21])[N:17]([CH:18]([CH3:20])[CH3:19])[C:11]=4[CH:10]=3)[CH:5]=[CH:4][N:3]=2)[CH2:37]1)=[O:39])[CH3:23], predict the reactants needed to synthesize it. The reactants are: Cl[C:2]1[N:7]=[C:6]([NH:8][C:9]2[N:14]=[CH:13][C:12]3[N:15]=[C:16]([CH3:21])[N:17]([CH:18]([CH3:20])[CH3:19])[C:11]=3[CH:10]=2)[CH:5]=[CH:4][N:3]=1.[CH2:22]([O:24][C:25](=[O:39])[C:26]([CH2:37][NH2:38])([CH3:36])[CH2:27][CH2:28]OC(=O)C(C)(C)C)[CH3:23].C(N(CC)C(C)C)(C)C.